Dataset: Catalyst prediction with 721,799 reactions and 888 catalyst types from USPTO. Task: Predict which catalyst facilitates the given reaction. (1) Reactant: C(N(CC)CC)C.[Br:8][C:9]1[CH:18]=[C:17]2[C:12]([C:13](Cl)=[C:14]([N+:19]([O-:21])=[O:20])[CH:15]=[N:16]2)=[N:11][CH:10]=1.Cl.[F:24][C:25]([CH3:29])([CH3:28])[CH2:26][NH2:27].O. Product: [Br:8][C:9]1[CH:18]=[C:17]2[C:12]([C:13]([NH:27][CH2:26][C:25]([F:24])([CH3:29])[CH3:28])=[C:14]([N+:19]([O-:21])=[O:20])[CH:15]=[N:16]2)=[N:11][CH:10]=1. The catalyst class is: 3. (2) Reactant: [N:1]1[CH:6]=[CH:5][CH:4]=[N:3][C:2]=1[C:7]1[O:15][C:10]2=[CH:11][N:12]=[CH:13][CH:14]=[C:9]2[C:8]=1[NH:16][C:17]1[CH:25]=[CH:24][CH:23]=[C:22]2[C:18]=1[C:19]([C:33]([O:35][CH3:36])=[O:34])=[N:20][N:21]2C(OC(C)(C)C)=O.C(O)(C(F)(F)F)=O. Product: [N:1]1[CH:6]=[CH:5][CH:4]=[N:3][C:2]=1[C:7]1[O:15][C:10]2=[CH:11][N:12]=[CH:13][CH:14]=[C:9]2[C:8]=1[NH:16][C:17]1[CH:25]=[CH:24][CH:23]=[C:22]2[C:18]=1[C:19]([C:33]([O:35][CH3:36])=[O:34])=[N:20][NH:21]2. The catalyst class is: 2. (3) Reactant: [N:1]1[C:10]2[C:5](=[CH:6][CH:7]=[CH:8][CH:9]=2)[CH:4]=[C:3]([N:11]([C:20]([O:22]CC(Cl)(Cl)Cl)=O)C(OCC(Cl)(Cl)Cl)=O)[CH:2]=1.[C:28]1([C:34]2[N:38]=[C:37]([N:39]3[CH2:44][CH2:43][NH:42][CH2:41][CH2:40]3)[S:36][N:35]=2)[CH:33]=[CH:32][CH:31]=[CH:30][CH:29]=1.C(N(C(C)C)CC)(C)C.O. Product: [C:28]1([C:34]2[N:38]=[C:37]([N:39]3[CH2:44][CH2:43][N:42]([C:20]([NH:11][C:3]4[CH:2]=[N:1][C:10]5[C:5]([CH:4]=4)=[CH:6][CH:7]=[CH:8][CH:9]=5)=[O:22])[CH2:41][CH2:40]3)[S:36][N:35]=2)[CH:29]=[CH:30][CH:31]=[CH:32][CH:33]=1. The catalyst class is: 16. (4) Product: [CH3:23][O:24][C:25]([C:27]1([CH:37]([O:44][Si:45]([C:48]([CH3:51])([CH3:50])[CH3:49])([CH3:47])[CH3:46])[CH:38]2[CH2:39][CH2:40][CH2:41][CH2:42][CH2:43]2)[NH:28][C:29](=[O:36])[CH:30]([CH2:33][CH2:34][Cl:35])[C:31]21[O:8][CH2:32]2)=[O:26]. The catalyst class is: 47. Reactant: [Na].[Na].C(N(CC(O)=O)CC(O)=O)CN(CC(O)=O)CC(O)=[O:8].[CH3:23][O:24][C:25]([C:27]1([CH:37]([O:44][Si:45]([C:48]([CH3:51])([CH3:50])[CH3:49])([CH3:47])[CH3:46])[CH:38]2[CH2:43][CH2:42][CH2:41][CH2:40][CH2:39]2)[C:31](=[CH2:32])[CH:30]([CH2:33][CH2:34][Cl:35])[C:29](=[O:36])[NH:28]1)=[O:26].FC(F)(F)C(=O)C.C(=O)(O)[O-].[Na+].OOS([O-])=O.[K+]. (5) Reactant: [F:1][C:2]1[C:7]([S:8]([CH3:11])(=[O:10])=[O:9])=[CH:6][CH:5]=[CH:4][C:3]=1[CH:12]1[CH2:17][CH2:16][NH:15][CH2:14][CH2:13]1.C(=O)([O-])[O-].[K+].[K+].Br[CH:25]([CH3:27])[CH3:26]. Product: [F:1][C:2]1[C:7]([S:8]([CH3:11])(=[O:10])=[O:9])=[CH:6][CH:5]=[CH:4][C:3]=1[CH:12]1[CH2:17][CH2:16][N:15]([CH:25]([CH3:27])[CH3:26])[CH2:14][CH2:13]1. The catalyst class is: 10. (6) Reactant: [C:1]([C@@H:9]1[CH2:13][CH:12]([CH2:14][C:15]2[CH:20]=[CH:19][C:18]([C:21]3[CH:26]=[CH:25][CH:24]=[CH:23][CH:22]=3)=[CH:17][CH:16]=2)[N:11](/[CH:27]=[CH:28]/[C:29]2[CH:34]=[CH:33][CH:32]=[CH:31][CH:30]=2)[C:10]1=[O:35])(=O)C1C=CC=CC=1.CCN(C(C)C)C(C)C.[O-]S([O-])(=O)=O.[Mg+2].C=O.Cl. Product: [C:18]1([C:21]2[CH:22]=[CH:23][CH:24]=[CH:25][CH:26]=2)[CH:17]=[CH:16][C:15]([CH2:14][C@H:12]2[N:11](/[CH:27]=[CH:28]/[C:29]3[CH:30]=[CH:31][CH:32]=[CH:33][CH:34]=3)[C:10](=[O:35])[C:9](=[CH2:1])[CH2:13]2)=[CH:20][CH:19]=1. The catalyst class is: 207.